Dataset: Catalyst prediction with 721,799 reactions and 888 catalyst types from USPTO. Task: Predict which catalyst facilitates the given reaction. Reactant: C[O:2][C:3]1[N:4]=[N:5][C:6]([S:9]([C:12]2[O:13][C:14]3[CH:22]=[CH:21][C:20]([Cl:23])=[CH:19][C:15]=3[C:16]=2[CH2:17][CH3:18])(=[O:11])=[O:10])=[CH:7][CH:8]=1.Cl. Product: [Cl:23][C:20]1[CH:21]=[CH:22][C:14]2[O:13][C:12]([S:9]([C:6]3[CH:7]=[CH:8][C:3](=[O:2])[NH:4][N:5]=3)(=[O:11])=[O:10])=[C:16]([CH2:17][CH3:18])[C:15]=2[CH:19]=1. The catalyst class is: 12.